From a dataset of Reaction yield outcomes from USPTO patents with 853,638 reactions. Predict the reaction yield, written as a fraction of the theoretical maximum amount of product (1.0 means a 100% yield; for example, 0.34 means a 34% yield). (1) The reactants are [C:1]([O:5][C:6]([NH:8][C@H:9]([CH2:38][C:39]1[CH:44]=[C:43]([F:45])[C:42]([F:46])=[CH:41][C:40]=1[F:47])[CH2:10][C:11]([N:13]1[CH2:17][CH2:16][S:15][C@H:14]1[C:18]([NH:20][CH2:21][C:22]1[CH:27]=[CH:26][C:25]([NH:28][C@@H:29]([CH:35]([CH3:37])[CH3:36])[C:30]([O:32]CC)=[O:31])=[CH:24][CH:23]=1)=[O:19])=[O:12])=[O:7])([CH3:4])([CH3:3])[CH3:2].O[Li].O. The catalyst is C1COCC1.CO.O. The product is [C:1]([O:5][C:6]([NH:8][C@H:9]([CH2:38][C:39]1[CH:44]=[C:43]([F:45])[C:42]([F:46])=[CH:41][C:40]=1[F:47])[CH2:10][C:11]([N:13]1[CH2:17][CH2:16][S:15][C@H:14]1[C:18]([NH:20][CH2:21][C:22]1[CH:23]=[CH:24][C:25]([NH:28][C@@H:29]([CH:35]([CH3:36])[CH3:37])[C:30]([OH:32])=[O:31])=[CH:26][CH:27]=1)=[O:19])=[O:12])=[O:7])([CH3:3])([CH3:4])[CH3:2]. The yield is 0.950. (2) The reactants are [CH2:1]([N:3]1[C:11]2[C:6](=[CH:7][CH:8]=[CH:9][CH:10]=2)[CH2:5][C:4]1=[O:12])[CH3:2].[N+:13]([O-])([O-:15])=[O:14].[Na+]. The product is [CH2:1]([N:3]1[C:11]2[C:6](=[CH:7][C:8]([N+:13]([O-:15])=[O:14])=[CH:9][CH:10]=2)[CH2:5][C:4]1=[O:12])[CH3:2]. The yield is 0.720. The catalyst is FC(F)(F)C(O)=O. (3) The reactants are [C:1]([O:5][C:6]([N:8]1[CH2:12][CH2:11][C@H:10]([N:13]2[CH2:17][CH2:16][CH2:15][C@@H:14]2[CH3:18])[CH2:9]1)=[O:7])([CH3:4])([CH3:3])[CH3:2].[C:19](OC(N1CC[C@@H](OS(C2C=CC(C)=CC=2)(=O)=O)C1)=O)(C)(C)C.C[C@H]1CCCCN1. No catalyst specified. The product is [C:1]([O:5][C:6]([N:8]1[CH2:12][CH2:11][C@H:10]([N:13]2[CH2:17][CH2:16][CH2:15][CH2:18][C@@H:14]2[CH3:19])[CH2:9]1)=[O:7])([CH3:2])([CH3:3])[CH3:4]. The yield is 0.380. (4) The reactants are Br[C:2]1[CH:10]=[C:9]2[C:5]([C:6]([C:22]#[N:23])=[C:7]([C:13]3[CH:18]=[CH:17][C:16]([O:19][CH2:20][CH3:21])=[CH:15][CH:14]=3)[N:8]2[CH2:11][CH3:12])=[CH:4][CH:3]=1.BrC1C=C2C(C=CN2)=CC=1.C([O-])([O-])=O.[K+].[K+].[C:40](=[O:47])([O:42][C:43]([CH3:46])([CH3:45])[CH3:44])[NH2:41].CNC1CCCCC1NC. The catalyst is [Cu]I.C1(C)C=CC=CC=1. The product is [C:43]([O:42][C:40](=[O:47])[NH:41][C:2]1[CH:10]=[C:9]2[C:5]([C:6]([C:22]#[N:23])=[C:7]([C:13]3[CH:18]=[CH:17][C:16]([O:19][CH2:20][CH3:21])=[CH:15][CH:14]=3)[N:8]2[CH2:11][CH3:12])=[CH:4][CH:3]=1)([CH3:46])([CH3:45])[CH3:44]. The yield is 0.840.